From a dataset of Catalyst prediction with 721,799 reactions and 888 catalyst types from USPTO. Predict which catalyst facilitates the given reaction. (1) Reactant: [CH3:1][N:2]([CH3:6])[CH2:3][CH2:4][OH:5].[H-].[Na+].[Br:9][C:10]1[CH:11]=[N:12][CH:13]=[C:14](Br)[CH:15]=1.O. Product: [Br:9][C:10]1[CH:15]=[C:14]([O:5][CH2:4][CH2:3][N:2]([CH3:6])[CH3:1])[CH:13]=[N:12][CH:11]=1. The catalyst class is: 9. (2) Reactant: FC(F)(F)C(O)=O.[F:8][C:9]1[C:37]([N:38]2[CH2:44][CH2:43][CH2:42][N:41]([CH3:45])[CH2:40][CH2:39]2)=[CH:36][C:12]2[NH:13][C:14]([C:16]3[C:20]([NH:21][C:22]([N:24]4[CH2:29][CH2:28][CH2:27][CH2:26][CH2:25]4)=[O:23])=[CH:19][N:18](C4CCCCO4)[N:17]=3)=[N:15][C:11]=2[CH:10]=1. Product: [F:8][C:9]1[C:37]([N:38]2[CH2:44][CH2:43][CH2:42][N:41]([CH3:45])[CH2:40][CH2:39]2)=[CH:36][C:12]2[NH:13][C:14]([C:16]3[C:20]([NH:21][C:22]([N:24]4[CH2:25][CH2:26][CH2:27][CH2:28][CH2:29]4)=[O:23])=[CH:19][NH:18][N:17]=3)=[N:15][C:11]=2[CH:10]=1. The catalyst class is: 4. (3) Reactant: [CH3:1][C:2]1[CH:11]=[C:10]2[C:5]([CH:6]=[CH:7][CH:8]=[N+:9]2[O-])=[CH:4][CH:3]=1.P(Cl)(Cl)([Cl:15])=O.C(N(C(C)C)CC)(C)C. The catalyst class is: 11. Product: [Cl:15][C:8]1[CH:7]=[CH:6][C:5]2[C:10](=[CH:11][C:2]([CH3:1])=[CH:3][CH:4]=2)[N:9]=1. (4) Reactant: [CH3:1][C:2]1([CH3:14])[O:11][C:10]2[C:5](=[N:6][C:7]([CH:12]=O)=[CH:8][CH:9]=2)[CH:4]=[CH:3]1.[NH2:15][C:16]1[CH:21]=[CH:20][CH:19]=[CH:18][CH:17]=1.[BH3-]C#N.[Na+]. Product: [CH3:1][C:2]1([CH3:14])[O:11][C:10]2[C:5](=[N:6][C:7]([CH2:12][NH:15][C:16]3[CH:21]=[CH:20][CH:19]=[CH:18][CH:17]=3)=[CH:8][CH:9]=2)[CH:4]=[CH:3]1. The catalyst class is: 466. (5) Reactant: C(NC(C)C)(C)C.[Li+].CC([N-]C(C)C)C.[Cl:16][C:17]1[CH:26]=[CH:25][C:24]2[C:19](=[C:20]([Cl:27])[CH:21]=[CH:22][CH:23]=2)[N:18]=1.[CH3:28][CH:29]=[O:30]. Product: [Cl:16][C:17]1[C:26]([CH:29]([OH:30])[CH3:28])=[CH:25][C:24]2[C:19](=[C:20]([Cl:27])[CH:21]=[CH:22][CH:23]=2)[N:18]=1. The catalyst class is: 134. (6) Reactant: C[CH:2](C)[C@@H:3]([N:8]1[CH2:16][C:15]2[C:10](=[CH:11][CH:12]=[C:13]([C:17]3[CH:22]=[CH:21][C:20]([NH:23][C:24]([NH:26][C:27]4[CH:32]=[CH:31][CH:30]=[C:29]([C:33]([F:36])([F:35])[F:34])[CH:28]=4)=[O:25])=[CH:19][CH:18]=3)[CH:14]=2)[C:9]1=[O:37])[C:4]([O:6][CH3:7])=[O:5].BrC1C=C2C(=CC=1)[C:45](=[O:49])N([C@@H](COC)C(OC)=O)C2.CC1(C)C(C)(C)OB(C2C=CC(NC(NC3C=CC=C(C(F)(F)F)C=3)=O)=CC=2)O1. Product: [CH3:45][O:49][CH2:2][C@H:3]([N:8]1[CH2:16][C:15]2[C:10](=[CH:11][CH:12]=[C:13]([C:17]3[CH:22]=[CH:21][C:20]([NH:23][C:24]([NH:26][C:27]4[CH:32]=[CH:31][CH:30]=[C:29]([C:33]([F:34])([F:36])[F:35])[CH:28]=4)=[O:25])=[CH:19][CH:18]=3)[CH:14]=2)[C:9]1=[O:37])[C:4]([O:6][CH3:7])=[O:5]. The catalyst class is: 462. (7) Reactant: [Cl:1][C:2]1[CH:7]=[CH:6][C:5]([N:8]2[CH2:13][CH2:12][CH:11]([C:14]([OH:16])=O)[CH2:10][CH2:9]2)=[CH:4][C:3]=1[NH:17][C@@H:18]([C:20]1[CH:25]=[CH:24][C:23]([Cl:26])=[CH:22][C:21]=1[Cl:27])[CH3:19].C[N:29]1[CH2:34][CH2:33][O:32][CH2:31][CH2:30]1.CN(C(ON1N=NC2C=CC=NC1=2)=[N+](C)C)C.F[P-](F)(F)(F)(F)F.CCN(C(C)C)C(C)C. Product: [Cl:1][C:2]1[CH:7]=[CH:6][C:5]([N:8]2[CH2:13][CH2:12][CH:11]([C:14]([N:29]3[CH2:34][CH2:33][O:32][CH2:31][CH2:30]3)=[O:16])[CH2:10][CH2:9]2)=[CH:4][C:3]=1[NH:17][C@@H:18]([C:20]1[CH:25]=[CH:24][C:23]([Cl:26])=[CH:22][C:21]=1[Cl:27])[CH3:19]. The catalyst class is: 3.